This data is from Full USPTO retrosynthesis dataset with 1.9M reactions from patents (1976-2016). The task is: Predict the reactants needed to synthesize the given product. (1) Given the product [O:1]=[C:2]1[CH:7]=[CH:6][N:5]([C:8]2[CH:9]=[N:10][N:11]([CH:13]([CH3:14])[CH3:15])[CH:12]=2)[N:4]=[C:3]1[C:16]([OH:18])=[O:17], predict the reactants needed to synthesize it. The reactants are: [O:1]=[C:2]1[CH:7]=[CH:6][N:5]([C:8]2[CH:9]=[N:10][N:11]([CH:13]([CH3:15])[CH3:14])[CH:12]=2)[N:4]=[C:3]1[C:16]([O:18]C(C)(C)C)=[O:17].C(O)(C(F)(F)F)=O. (2) Given the product [Br:10][C:11]1[CH:16]=[CH:15][C:14]([O:17][C:2]2[CH:9]=[CH:8][C:5]([CH:6]=[O:7])=[CH:4][CH:3]=2)=[C:13]([C:18]([F:19])([F:20])[F:21])[CH:12]=1, predict the reactants needed to synthesize it. The reactants are: F[C:2]1[CH:9]=[CH:8][C:5]([CH:6]=[O:7])=[CH:4][CH:3]=1.[Br:10][C:11]1[CH:16]=[CH:15][C:14]([OH:17])=[C:13]([C:18]([F:21])([F:20])[F:19])[CH:12]=1.